This data is from Catalyst prediction with 721,799 reactions and 888 catalyst types from USPTO. The task is: Predict which catalyst facilitates the given reaction. (1) Reactant: Br[C:2]1[CH:3]=[C:4]([C:9](=[O:11])[CH3:10])[CH:5]=[CH:6][C:7]=1[F:8].[C:12]([Cu])#[N:13]. Product: [C:9]([C:4]1[CH:5]=[CH:6][C:7]([F:8])=[C:2]([CH:3]=1)[C:12]#[N:13])(=[O:11])[CH3:10]. The catalyst class is: 3. (2) Reactant: Cl.[NH2:2][C:3]1[CH:4]=[C:5]([CH:20]=[CH:21][CH:22]=1)[CH2:6][NH:7][S:8]([C:11]1[CH:16]=[CH:15][CH:14]=[C:13]([N+:17]([O-:19])=[O:18])[CH:12]=1)(=[O:10])=[O:9].[Cl:23][C:24]1[N:29]=[C:28](Cl)[C:27]([Cl:31])=[CH:26][N:25]=1.C(=O)([O-])[O-].[K+].[K+]. Product: [Cl:23][C:24]1[N:29]=[C:28]([NH:2][C:3]2[CH:4]=[C:5]([CH:20]=[CH:21][CH:22]=2)[CH2:6][NH:7][S:8]([C:11]2[CH:16]=[CH:15][CH:14]=[C:13]([N+:17]([O-:19])=[O:18])[CH:12]=2)(=[O:9])=[O:10])[C:27]([Cl:31])=[CH:26][N:25]=1. The catalyst class is: 3.